This data is from Reaction yield outcomes from USPTO patents with 853,638 reactions. The task is: Predict the reaction yield, written as a fraction of the theoretical maximum amount of product (1.0 means a 100% yield; for example, 0.34 means a 34% yield). (1) The reactants are [ClH:1].[N+](C1C=CC(C2SC(CCN)=NC=2)=CC=1)([O-])=O.C(OC(=O)[NH:25][CH2:26][C:27]1[S:28][C:29]([C:32]2[CH:37]=[CH:36][C:35]([N+:38]([O-:40])=[O:39])=[CH:34][CH:33]=2)=[CH:30][N:31]=1)(C)(C)C.Cl. No catalyst specified. The product is [ClH:1].[N+:38]([C:35]1[CH:34]=[CH:33][C:32]([C:29]2[S:28][C:27]([CH2:26][NH2:25])=[N:31][CH:30]=2)=[CH:37][CH:36]=1)([O-:40])=[O:39]. The yield is 0.770. (2) The reactants are [CH3:1][O:2][C:3](=[O:16])[C:4]1[CH:9]=[C:8](I)[C:7]([C:11]([F:14])([F:13])[F:12])=[CH:6][C:5]=1[NH2:15].[CH3:17][C:18]1[CH:22]=[C:21]([Sn](CCCC)(CCCC)CCCC)[N:20]([CH2:36][CH2:37][O:38][CH2:39][Si:40]([CH3:43])([CH3:42])[CH3:41])[N:19]=1. The catalyst is O1CCOCC1. The product is [CH3:1][O:2][C:3](=[O:16])[C:4]1[CH:9]=[C:8]([C:21]2[N:20]([CH2:36][CH2:37][O:38][CH2:39][Si:40]([CH3:41])([CH3:43])[CH3:42])[N:19]=[C:18]([CH3:17])[CH:22]=2)[C:7]([C:11]([F:14])([F:13])[F:12])=[CH:6][C:5]=1[NH2:15]. The yield is 0.590. (3) The reactants are P([O-])([O-])([O-])=O.[K+].[K+].[K+].Cl[C:10]1[CH:11]=[CH:12][C:13]2[N:19]3[CH2:20][C@H:16]([CH2:17][CH2:18]3)[N:15]([C:21]([NH:23][C:24]3[CH:29]=[N:28][CH:27]=[CH:26][N:25]=3)=[O:22])[C:14]=2[N:30]=1.[F:31][C:32]1[C:33]([CH3:47])=[N:34][CH:35]=[C:36](B2OC(C)(C)C(C)(C)O2)[CH:37]=1.CC(C1C=C(C(C)C)C(C2C=CC=CC=2P(C2CCCCC2)C2CCCCC2)=C(C(C)C)C=1)C. The catalyst is O1CCOCC1.O.C1C=CC(/C=C/C(/C=C/C2C=CC=CC=2)=O)=CC=1.C1C=CC(/C=C/C(/C=C/C2C=CC=CC=2)=O)=CC=1.C1C=CC(/C=C/C(/C=C/C2C=CC=CC=2)=O)=CC=1.[Pd].[Pd]. The product is [F:31][C:32]1[CH:37]=[C:36]([C:10]2[CH:11]=[CH:12][C:13]3[N:19]4[CH2:20][C@H:16]([CH2:17][CH2:18]4)[N:15]([C:21]([NH:23][C:24]4[CH:29]=[N:28][CH:27]=[CH:26][N:25]=4)=[O:22])[C:14]=3[N:30]=2)[CH:35]=[N:34][C:33]=1[CH3:47]. The yield is 0.385. (4) The reactants are [C:1]([O:5][C:6]([N:8]1[CH2:13][CH2:12][C:11](=O)[CH2:10][CH2:9]1)=[O:7])([CH3:4])([CH3:3])[CH3:2].[NH2:15][C:16]1[CH:21]=[CH:20][CH:19]=[CH:18][CH:17]=1.C(O[BH-](OC(=O)C)OC(=O)C)(=O)C.[Na+].[OH-].[Na+]. The catalyst is ClCCl.C(OCC)C.C(O)(=O)C. The product is [C:1]([O:5][C:6]([N:8]1[CH2:13][CH2:12][CH:11]([NH:15][C:16]2[CH:21]=[CH:20][CH:19]=[CH:18][CH:17]=2)[CH2:10][CH2:9]1)=[O:7])([CH3:4])([CH3:3])[CH3:2]. The yield is 0.980. (5) The reactants are Cl[C:2]1[CH:7]=[CH:6][C:5]([N+:8]([O-:10])=[O:9])=[CH:4][N:3]=1.[CH3:11][NH:12][CH3:13]. The catalyst is C(O)C.C(Cl)Cl. The product is [CH3:11][N:12]([CH3:13])[C:2]1[CH:7]=[CH:6][C:5]([N+:8]([O-:10])=[O:9])=[CH:4][N:3]=1. The yield is 1.00. (6) The reactants are [C:1]1([C:7]2[CH:12]=[C:11]([CH:13]3[CH2:18][CH2:17][N:16]([CH2:19][CH2:20][N:21]4[CH2:26][CH2:25][O:24][CH2:23][CH2:22]4)[CH2:15][CH2:14]3)[CH:10]=[CH:9][C:8]=2[NH:27][C:28]([C:30]2[N:31](COCC[Si](C)(C)C)[CH:32]=[C:33]([C:35]#[N:36])[N:34]=2)=[O:29])[CH2:6][CH2:5][CH2:4][CH2:3][CH:2]=1.[C:45]([OH:51])([C:47]([F:50])([F:49])[F:48])=[O:46]. The catalyst is C(Cl)Cl.CCO. The product is [F:48][C:47]([F:50])([F:49])[C:45]([OH:51])=[O:46].[C:1]1([C:7]2[CH:12]=[C:11]([CH:13]3[CH2:18][CH2:17][N:16]([CH2:19][CH2:20][N:21]4[CH2:26][CH2:25][O:24][CH2:23][CH2:22]4)[CH2:15][CH2:14]3)[CH:10]=[CH:9][C:8]=2[NH:27][C:28]([C:30]2[NH:31][CH:32]=[C:33]([C:35]#[N:36])[N:34]=2)=[O:29])[CH2:6][CH2:5][CH2:4][CH2:3][CH:2]=1. The yield is 0.800.